From a dataset of Forward reaction prediction with 1.9M reactions from USPTO patents (1976-2016). Predict the product of the given reaction. Given the reactants Br[C:2]1[CH:3]=[N:4][CH:5]=[C:6]([Br:8])[CH:7]=1.[O:9]1[CH2:13][CH2:12][C:11](=[O:14])[CH2:10]1, predict the reaction product. The product is: [Br:8][C:6]1[CH:7]=[C:2]([C:11]2([OH:14])[CH2:12][CH2:13][O:9][CH2:10]2)[CH:3]=[N:4][CH:5]=1.